Dataset: Catalyst prediction with 721,799 reactions and 888 catalyst types from USPTO. Task: Predict which catalyst facilitates the given reaction. (1) Product: [CH2:18]([CH:7]1[C:6](=[O:20])[N:5]([CH2:4][C:3]([OH:21])=[O:2])[C:10]2[CH:11]=[CH:12][CH:13]=[C:14]([CH:15]([CH3:16])[CH3:17])[C:9]=2[O:8]1)[CH3:19]. Reactant: C[O:2][C:3](=[O:21])[CH2:4][N:5]1[C:10]2[CH:11]=[CH:12][CH:13]=[C:14]([CH:15]([CH3:17])[CH3:16])[C:9]=2[O:8][CH:7]([CH2:18][CH3:19])[C:6]1=[O:20].[OH-].[Na+]. The catalyst class is: 5. (2) Reactant: [C:1]([N:8]1[CH2:13][CH2:12][CH2:11][CH2:10][C:9]1=O)([O:3][C:4]([CH3:7])([CH3:6])[CH3:5])=[O:2].[N:15]1[CH:20]=[CH:19][CH:18]=[CH:17][C:16]=1[NH:21][NH2:22].Cl. Product: [C:4]([O:3][C:1]([N:8]1[CH2:13][CH2:12][C:11](=[N:22][NH:21][C:16]2[CH:17]=[CH:18][CH:19]=[CH:20][N:15]=2)[CH2:10][CH2:9]1)=[O:2])([CH3:7])([CH3:6])[CH3:5]. The catalyst class is: 5. (3) Reactant: Br[C:2]1[CH:9]=[CH:8][C:5]([C:6]#[N:7])=[C:4]([F:10])[CH:3]=1.C([Sn](CCCC)(CCCC)[C:16]([O:18]CC)=[CH2:17])CCC. Product: [C:16]([C:2]1[CH:9]=[CH:8][C:5]([C:6]#[N:7])=[C:4]([F:10])[CH:3]=1)(=[O:18])[CH3:17]. The catalyst class is: 747. (4) Product: [F:1][C:2]1[CH:7]=[CH:6][C:5]([CH:8]([CH3:10])[CH3:9])=[C:4]([CH:3]=1)[NH2:11]. Reactant: [F:1][C:2]1[CH:7]=[CH:6][C:5]([C:8]([CH3:10])=[CH2:9])=[C:4]([N+:11]([O-])=O)[CH:3]=1. The catalyst class is: 350. (5) Reactant: [F:1][C:2]1([F:41])[CH2:5][CH:4]([NH:6][C:7]([NH:9][C@:10]([C:32]2[CH:37]=[CH:36][C:35]([F:38])=[C:34]([CH:39]=O)[CH:33]=2)([C:18]2[CH:23]=[C:22]([O:24][C:25]([F:30])([F:29])[CH:26]([F:28])[F:27])[CH:21]=[C:20]([F:31])[CH:19]=2)[CH2:11][C:12]2[CH:17]=[CH:16][CH:15]=[CH:14][CH:13]=2)=[O:8])[CH2:3]1.[NH:42]([CH3:44])[CH3:43].C(O)(=O)C.[BH3-]C#N.[Na+]. Product: [F:1][C:2]1([F:41])[CH2:5][CH:4]([NH:6][C:7]([NH:9][C@:10]([C:32]2[CH:37]=[CH:36][C:35]([F:38])=[C:34]([CH2:39][N:42]([CH3:44])[CH3:43])[CH:33]=2)([C:18]2[CH:23]=[C:22]([O:24][C:25]([F:30])([F:29])[CH:26]([F:27])[F:28])[CH:21]=[C:20]([F:31])[CH:19]=2)[CH2:11][C:12]2[CH:17]=[CH:16][CH:15]=[CH:14][CH:13]=2)=[O:8])[CH2:3]1. The catalyst class is: 5.